From a dataset of Full USPTO retrosynthesis dataset with 1.9M reactions from patents (1976-2016). Predict the reactants needed to synthesize the given product. (1) The reactants are: [OH:1][C:2]1([C:15]([OH:17])=[O:16])[C:14]2[CH:13]=[CH:12][CH:11]=[CH:10][C:9]=2[C:8]2[C:3]1=[CH:4][CH:5]=[CH:6][CH:7]=2.S(=O)(=O)(O)O.[C:23](=O)([O-])O.[Na+]. Given the product [OH:1][C:2]1([C:15]([O:17][CH3:23])=[O:16])[C:3]2[CH:4]=[CH:5][CH:6]=[CH:7][C:8]=2[C:9]2[C:14]1=[CH:13][CH:12]=[CH:11][CH:10]=2, predict the reactants needed to synthesize it. (2) The reactants are: [P:1]([O-:6])([O:4][CH3:5])[O:2][CH3:3].C[O-].[Na+].[C:10]([C:13]1[CH:20]=[CH:19][CH:18]=[CH:17][C:14]=1[CH:15]=O)([OH:12])=[O:11].CS(O)(=O)=O. Given the product [CH3:3][O:2][P:1]([CH:15]1[C:14]2[C:13](=[CH:20][CH:19]=[CH:18][CH:17]=2)[C:10](=[O:12])[O:11]1)(=[O:6])[O:4][CH3:5], predict the reactants needed to synthesize it. (3) Given the product [C:12]([O:16][C:7](=[O:8])[C:6]1[CH:10]=[CH:11][C:3]([CH2:2][Br:1])=[CH:4][CH:5]=1)([CH3:15])([CH3:14])[CH3:13], predict the reactants needed to synthesize it. The reactants are: [Br:1][CH2:2][C:3]1[CH:11]=[CH:10][C:6]([C:7](Br)=[O:8])=[CH:5][CH:4]=1.[C:12]([OH:16])([CH3:15])([CH3:14])[CH3:13].